This data is from Catalyst prediction with 721,799 reactions and 888 catalyst types from USPTO. The task is: Predict which catalyst facilitates the given reaction. (1) Reactant: Br[C:2]1[C:11]([O:12][CH3:13])=[CH:10][CH:9]=[C:8]2[C:3]=1[CH2:4][CH2:5][CH2:6][C:7]2=[O:14].[C:15]1([C:21]#[CH:22])[CH:20]=[CH:19][CH:18]=[CH:17][CH:16]=1.CN(C)C=O. Product: [CH3:13][O:12][C:11]1[C:2]([C:22]#[C:21][C:15]2[CH:20]=[CH:19][CH:18]=[CH:17][CH:16]=2)=[C:3]2[C:8](=[CH:9][CH:10]=1)[C:7](=[O:14])[CH2:6][CH2:5][CH2:4]2. The catalyst class is: 66. (2) Reactant: [NH2:1][C:2]1[C:6]2[C:7]([O:11][CH2:12][C:13]3[CH:18]=[CH:17][CH:16]=[CH:15][CH:14]=3)=[N:8][CH:9]=[CH:10][C:5]=2[N:4]([C@H:19]2[C@H:24]([C:25]#[N:26])[CH2:23][CH2:22][O:21][CH2:20]2)[N:3]=1.Br[C:28]1[CH:33]=[CH:32][C:31]([S:34]([CH3:37])(=[O:36])=[O:35])=[CH:30][CH:29]=1.[O-]P([O-])([O-])=O.[K+].[K+].[K+].C(P(C(C)(C)C)C1C(C)=C(C)C(C)=C(C)C=1C1C(C(C)C)=CC(C(C)C)=CC=1C(C)C)(C)(C)C.C(O)(CC)(C)C. Product: [CH2:12]([O:11][C:7]1[C:6]2[C:2]([NH:1][C:28]3[CH:33]=[CH:32][C:31]([S:34]([CH3:37])(=[O:36])=[O:35])=[CH:30][CH:29]=3)=[N:3][N:4]([C@H:19]3[C@H:24]([C:25]#[N:26])[CH2:23][CH2:22][O:21][CH2:20]3)[C:5]=2[CH:10]=[CH:9][N:8]=1)[C:13]1[CH:14]=[CH:15][CH:16]=[CH:17][CH:18]=1. The catalyst class is: 110. (3) Reactant: [CH3:1][N:2]1[C:10]2[C:5](=[CH:6][CH:7]=[CH:8][CH:9]=2)[C:4]([CH2:11][CH:12]([CH3:14])[CH3:13])=[C:3]1[C:15]([NH:17][C@H:18]([C:23]([NH:25][CH:26]([C:35](=[O:38])[CH2:36]Br)[CH2:27][C:28]([O:30][C:31]([CH3:34])([CH3:33])[CH3:32])=[O:29])=[O:24])[CH2:19][CH:20]([CH3:22])[CH3:21])=[O:16].[F-].[K+].[Cl:41][C:42]1[CH:50]=[CH:49][CH:48]=[C:47]([Cl:51])[C:43]=1[C:44]([OH:46])=[O:45].CCCCCC.CCOC(C)=O. Product: [CH3:1][N:2]1[C:10]2[C:5](=[CH:6][CH:7]=[CH:8][CH:9]=2)[C:4]([CH2:11][CH:12]([CH3:14])[CH3:13])=[C:3]1[C:15]([NH:17][C@H:18]([C:23]([NH:25][CH:26]([C:35](=[O:38])[CH2:36][O:46][C:44](=[O:45])[C:43]1[C:42]([Cl:41])=[CH:50][CH:49]=[CH:48][C:47]=1[Cl:51])[CH2:27][C:28]([O:30][C:31]([CH3:34])([CH3:33])[CH3:32])=[O:29])=[O:24])[CH2:19][CH:20]([CH3:22])[CH3:21])=[O:16]. The catalyst class is: 3. (4) Reactant: [Cl:1][C:2]1[CH:3]=[C:4]([CH:9]2[CH:13]([C:14]3[CH:19]=[CH:18][N:17]=[CH:16][CH:15]=3)[NH:12][NH:11][C:10]2=[O:20])[CH:5]=[CH:6][C:7]=1[Cl:8]. Product: [Cl:1][C:2]1[CH:3]=[C:4]([C:9]2[C:10](=[O:20])[NH:11][NH:12][C:13]=2[C:14]2[CH:15]=[CH:16][N:17]=[CH:18][CH:19]=2)[CH:5]=[CH:6][C:7]=1[Cl:8]. The catalyst class is: 5. (5) The catalyst class is: 3. Product: [O:1]1[C:16]2[CH:15]=[CH:14][CH:13]=[CH:20][C:17]=2[C:18]([NH2:19])=[N:2]1. Reactant: [OH:1][NH:2]C(=O)C.CC(C)([O-])C.[K+].Cl[C:13]1[C:14](COC2C=CC(Cl)=C(Cl)C=2)=[CH:15][C:16](F)=[C:17]([CH:20]=1)[C:18]#[N:19]. (6) Reactant: C(OC(=O)[NH:7][CH:8]([CH2:34][C:35]1[CH:40]=[CH:39][C:38]([F:41])=[CH:37][CH:36]=1)[C:9]([N:11]1[CH2:16][CH2:15][N:14]([CH:17]([C:29](=[O:31])[NH2:30])[CH2:18][C:19]2[CH:28]=[CH:27][C:26]3[C:21](=[CH:22][CH:23]=[CH:24][CH:25]=3)[CH:20]=2)[CH2:13][CH:12]1[CH2:32][CH3:33])=[O:10])(C)(C)C.[Cl:43]CCCl. Product: [ClH:43].[NH2:7][CH:8]([CH2:34][C:35]1[CH:40]=[CH:39][C:38]([F:41])=[CH:37][CH:36]=1)[C:9]([N:11]1[CH2:16][CH2:15][N:14]([CH:17]([CH2:18][C:19]2[CH:28]=[CH:27][C:26]3[C:21](=[CH:22][CH:23]=[CH:24][CH:25]=3)[CH:20]=2)[C:29]([NH2:30])=[O:31])[CH2:13][CH:12]1[CH2:32][CH3:33])=[O:10]. The catalyst class is: 89. (7) Reactant: [NH2:1][C:2]1[CH:10]=[C:9]2[C:5]([C:6]([C:11]3[CH:16]=[CH:15][N:14]=[C:13]([CH3:17])[CH:12]=3)=[N:7][NH:8]2)=[CH:4][C:3]=1[C:18]([OH:20])=O.[Cl:21][C:22]1[CH:23]=[C:24]([CH2:28][NH2:29])[CH:25]=[CH:26][CH:27]=1.CN(C(ON1N=NC2C=CC=NC1=2)=[N+](C)C)C.F[P-](F)(F)(F)(F)F.CCN(C(C)C)C(C)C. Product: [NH2:1][C:2]1[CH:10]=[C:9]2[C:5]([C:6]([C:11]3[CH:16]=[CH:15][N:14]=[C:13]([CH3:17])[CH:12]=3)=[N:7][NH:8]2)=[CH:4][C:3]=1[C:18]([NH:29][CH2:28][C:24]1[CH:25]=[CH:26][CH:27]=[C:22]([Cl:21])[CH:23]=1)=[O:20]. The catalyst class is: 39. (8) Reactant: O.[NH2:2][NH2:3].[Br:4][C:5]1[CH:6]=[CH:7][C:8](F)=[C:9]([CH:12]=1)[C:10]#[N:11]. Product: [Br:4][C:5]1[CH:12]=[C:9]2[C:8](=[CH:7][CH:6]=1)[NH:3][N:2]=[C:10]2[NH2:11]. The catalyst class is: 653. (9) Reactant: CC(OC(/N=N/C(OC(C)C)=O)=O)C.[OH:15][C:16]1[CH:17]=[CH:18][C:19]([O:31][CH2:32][C:33]2[CH:38]=[CH:37][CH:36]=[CH:35][CH:34]=2)=[C:20]([CH:30]=1)[C:21]([NH:23][C:24]1[CH:25]=[N:26][CH:27]=[CH:28][CH:29]=1)=[O:22].[CH3:39][N:40]1[CH2:45][CH2:44][CH:43](O)[CH2:42][CH2:41]1.C1C=CC(P(C2C=CC=CC=2)C2C=CC=CC=2)=CC=1. Product: [CH3:39][N:40]1[CH2:45][CH2:44][CH:43]([O:15][C:16]2[CH:17]=[CH:18][C:19]([O:31][CH2:32][C:33]3[CH:34]=[CH:35][CH:36]=[CH:37][CH:38]=3)=[C:20]([CH:30]=2)[C:21]([NH:23][C:24]2[CH:25]=[N:26][CH:27]=[CH:28][CH:29]=2)=[O:22])[CH2:42][CH2:41]1. The catalyst class is: 11.